From a dataset of Retrosynthesis with 50K atom-mapped reactions and 10 reaction types from USPTO. Predict the reactants needed to synthesize the given product. Given the product Cn1c(Cc2ccc(C#N)cc2)nc2cc(N)ccc21, predict the reactants needed to synthesize it. The reactants are: Cn1c(Cc2ccc(C#N)cc2)nc2ccc([N+](=O)[O-])cc21.